Dataset: Full USPTO retrosynthesis dataset with 1.9M reactions from patents (1976-2016). Task: Predict the reactants needed to synthesize the given product. Given the product [Br:40][C:39]1[N:5]2[CH:6]=[C:7]([C:33]3[CH:38]=[CH:37][CH:36]=[CH:35][CH:34]=3)[C:8]([C:10]3[CH:15]=[CH:14][C:13]([CH2:16][N:17]4[CH2:20][CH:19]([C:21]5[N:25]=[C:24]([C:26]6[CH:31]=[CH:30][CH:29]=[C:28]([CH3:32])[N:27]=6)[NH:23][N:22]=5)[CH2:18]4)=[CH:12][CH:11]=3)=[N:9][C:4]2=[N:3][C:2]=1[CH3:1], predict the reactants needed to synthesize it. The reactants are: [CH3:1][C:2]1[N:3]=[C:4]2[N:9]=[C:8]([C:10]3[CH:15]=[CH:14][C:13]([CH2:16][N:17]4[CH2:20][CH:19]([C:21]5[N:25]=[C:24]([C:26]6[CH:31]=[CH:30][CH:29]=[C:28]([CH3:32])[N:27]=6)[NH:23][N:22]=5)[CH2:18]4)=[CH:12][CH:11]=3)[C:7]([C:33]3[CH:38]=[CH:37][CH:36]=[CH:35][CH:34]=3)=[CH:6][N:5]2[CH:39]=1.[Br:40]N1C(=O)CCC1=O.